From a dataset of Full USPTO retrosynthesis dataset with 1.9M reactions from patents (1976-2016). Predict the reactants needed to synthesize the given product. (1) Given the product [F:20][C:17]1[CH:18]=[CH:19][C:14]([NH:13][C:12]2[C:7]3[C:6]([CH3:31])=[C:5]([C:3]([OH:4])=[O:2])[S:30][C:8]=3[N:9]=[CH:10][N:11]=2)=[C:15]([O:21][CH:22]2[CH2:23][CH:24]3[O:28][CH2:27][O:26][CH:25]3[CH2:29]2)[CH:16]=1, predict the reactants needed to synthesize it. The reactants are: C[O:2][C:3]([C:5]1[S:30][C:8]2[N:9]=[CH:10][N:11]=[C:12]([NH:13][C:14]3[CH:19]=[CH:18][C:17]([F:20])=[CH:16][C:15]=3[O:21][CH:22]3[CH2:29][CH:25]4[O:26][CH2:27][O:28][CH:24]4[CH2:23]3)[C:7]=2[C:6]=1[CH3:31])=[O:4].[OH-].[Li+].C(O)(=O)CC(CC(O)=O)(C(O)=O)O. (2) Given the product [CH:28]([C@@H:17]1[CH:18]2[C@:23]([CH3:24])([CH2:22][CH2:21][C:20](=[O:50])[CH2:19]2)[C@@H:25]2[C@H:15]([C@H:6]3[C@@:4]([CH2:27][CH2:26]2)([CH3:5])[C:3](=[O:2])[CH2:8][CH2:7]3)[CH2:16]1)=[CH2:29], predict the reactants needed to synthesize it. The reactants are: C1CO[C:8]23OCCO[C:3]2([C@:4]2([CH2:27][CH2:26][C@H:25]4[C@@H:15]([CH2:16][C@H:17]([CH:28]=[CH2:29])[CH:18]5[C@:23]4([CH3:24])[CH2:22][CH2:21][CH2:20][CH2:19]5)[C@@H:6]2[CH2:7]3)[CH3:5])[O:2]1.C([C@@H]1C2[C@](C)(CCC(=[O:50])C2)[C@@H]2[C@H]([C@H]3[C@@](CC2)(C)C(=O)CC3)C1)#N.